This data is from Reaction yield outcomes from USPTO patents with 853,638 reactions. The task is: Predict the reaction yield, written as a fraction of the theoretical maximum amount of product (1.0 means a 100% yield; for example, 0.34 means a 34% yield). (1) The reactants are [Br:1][C:2]1[CH:3]=[C:4]([C:8]2([C:16]3[CH:17]=[CH:18][C:19]4[O:23][CH2:22][CH2:21][C:20]=4[CH:24]=3)[NH:12][C:11](=S)[N:10]([CH3:14])[C:9]2=[O:15])[CH:5]=[CH:6][CH:7]=1.C(OO)(C)(C)C.[NH3:31]. The catalyst is CO. The product is [NH2:31][C:11]1[N:10]([CH3:14])[C:9](=[O:15])[C:8]([C:4]2[CH:5]=[CH:6][CH:7]=[C:2]([Br:1])[CH:3]=2)([C:16]2[CH:17]=[CH:18][C:19]3[O:23][CH2:22][CH2:21][C:20]=3[CH:24]=2)[N:12]=1. The yield is 0.440. (2) The reactants are [N:1]1[NH:2][CH:3]=[C:4]2[C:9]=1[CH2:8][CH2:7][NH:6][C:5]2=[O:10].[H-].[Na+].F[C:14]1[CH:15]=[N:16][CH:17]=[CH:18][CH:19]=1. The catalyst is CN(C)C=O. The product is [N:16]1[CH:17]=[CH:18][CH:19]=[C:14]([N:2]2[CH:3]=[C:4]3[C:5](=[O:10])[NH:6][CH2:7][CH2:8][C:9]3=[N:1]2)[CH:15]=1. The yield is 0.220. (3) The reactants are C([N:8]1[CH2:14][C:13]2[N:15]=[CH:16][C:17]([N:19]([CH3:23])[CH2:20][CH2:21][CH3:22])=[N:18][C:12]=2[O:11][CH2:10][CH2:9]1)C1C=CC=CC=1.C(OCC)(=O)C.[ClH:30]. The catalyst is CO.[OH-].[OH-].[Pd+2]. The product is [ClH:30].[CH3:23][N:19]([CH2:20][CH2:21][CH3:22])[C:17]1[CH:16]=[N:15][C:13]2[CH2:14][NH:8][CH2:9][CH2:10][O:11][C:12]=2[N:18]=1. The yield is 0.650. (4) The reactants are C[Si](C)(C)CC[O:5][C:6](=[O:49])[CH:7]([CH2:33][CH:34]=[CH:35][CH2:36][P:37]([O:41][CH:42]([C:44]([O:46][CH2:47][CH3:48])=[O:45])[CH3:43])([O:39][CH3:40])=[O:38])[CH2:8][C:9]([CH3:32])=[CH:10][CH2:11][C:12]1[C:13]([O:25]CC[Si](C)(C)C)=[C:14]2[C:18](=[C:19]([CH3:23])[C:20]=1[O:21][CH3:22])[CH2:17][O:16][C:15]2=[O:24].CCCC[N+](CCCC)(CCCC)CCCC.[F-]. The catalyst is C1COCC1. The product is [CH2:47]([O:46][C:44]([CH:42]([O:41][P:37]([CH2:36][CH:35]=[CH:34][CH2:33][CH:7]([CH2:8][C:9]([CH3:32])=[CH:10][CH2:11][C:12]1[C:13]([OH:25])=[C:14]2[C:18](=[C:19]([CH3:23])[C:20]=1[O:21][CH3:22])[CH2:17][O:16][C:15]2=[O:24])[C:6]([OH:49])=[O:5])([O:39][CH3:40])=[O:38])[CH3:43])=[O:45])[CH3:48]. The yield is 0.770. (5) The reactants are [Br:1][C:2]1[CH:7]=[C:6]([N+:8]([O-:10])=[O:9])[CH:5]=[C:4]([N+:11]([O-])=O)[CH:3]=1.N1C=CC=CC=1.[NH4+]=S. The catalyst is C(O)C.O. The product is [Br:1][C:2]1[CH:3]=[C:4]([NH2:11])[CH:5]=[C:6]([N+:8]([O-:10])=[O:9])[CH:7]=1. The yield is 0.800.